Dataset: Full USPTO retrosynthesis dataset with 1.9M reactions from patents (1976-2016). Task: Predict the reactants needed to synthesize the given product. (1) Given the product [N:1]1([C:9]2[CH:14]=[CH:13][C:12]([C:15]3[CH:16]=[CH:17][C:18]([O:21][CH2:22][CH2:23][O:24][CH2:25][CH2:26][CH2:27][CH3:28])=[CH:19][CH:20]=3)=[CH:11][C:10]=2/[CH:29]=[CH:30]/[C:31]([NH:55][C:54]2[CH:53]=[CH:52][C:51]([S@:49]([CH2:48][C:47]3[N:43]([CH2:40][CH2:41][CH3:42])[CH:44]=[N:45][CH:46]=3)=[O:50])=[CH:57][CH:56]=2)=[O:32])[CH2:8][CH2:7][CH2:6][CH2:5][CH2:4][CH2:3][CH2:2]1, predict the reactants needed to synthesize it. The reactants are: [N:1]1([C:9]2[CH:14]=[CH:13][C:12]([C:15]3[CH:20]=[CH:19][C:18]([O:21][CH2:22][CH2:23][O:24][CH2:25][CH2:26][CH2:27][CH3:28])=[CH:17][CH:16]=3)=[CH:11][C:10]=2/[CH:29]=[CH:30]/[C:31](O)=[O:32])[CH2:8][CH2:7][CH2:6][CH2:5][CH2:4][CH2:3][CH2:2]1.C(Cl)(=O)C(Cl)=O.[CH2:40]([N:43]1[C:47]([CH2:48][S@@:49]([C:51]2[CH:57]=[CH:56][C:54]([NH2:55])=[CH:53][CH:52]=2)=[O:50])=[CH:46][N:45]=[CH:44]1)[CH2:41][CH3:42].C(N(CC)CC)C. (2) Given the product [F:15][C:9]1[CH:10]=[C:11]([F:14])[CH:12]=[CH:13][C:8]=1[C:6]1[CH:7]=[C:2]([C:18]#[C:17][Si:19]([CH3:22])([CH3:21])[CH3:20])[CH:3]=[C:4]([NH2:16])[CH:5]=1, predict the reactants needed to synthesize it. The reactants are: Br[C:2]1[CH:3]=[C:4]([NH2:16])[CH:5]=[C:6]([C:8]2[CH:13]=[CH:12][C:11]([F:14])=[CH:10][C:9]=2[F:15])[CH:7]=1.[C:17]([Si:19]([CH3:22])([CH3:21])[CH3:20])#[CH:18].CCN(CC)CC.